Dataset: Catalyst prediction with 721,799 reactions and 888 catalyst types from USPTO. Task: Predict which catalyst facilitates the given reaction. (1) Reactant: Cl.[N:2]1([C:8]2[CH:13]=[CH:12][C:11]([NH:14][C:15]([C:17]3[N:18]=[C:19]([C:26]4[CH:31]=[CH:30][CH:29]=[CH:28][CH:27]=4)[O:20][C:21]=3[C:22]([F:25])([F:24])[F:23])=[O:16])=[CH:10][CH:9]=2)[CH2:7][CH2:6][NH:5][CH2:4][CH2:3]1.C(N(CC)CC)C.[CH2:39]([N:42]=[C:43]=[O:44])[CH2:40][CH3:41]. Product: [CH2:39]([NH:42][C:43]([N:5]1[CH2:6][CH2:7][N:2]([C:8]2[CH:13]=[CH:12][C:11]([NH:14][C:15]([C:17]3[N:18]=[C:19]([C:26]4[CH:31]=[CH:30][CH:29]=[CH:28][CH:27]=4)[O:20][C:21]=3[C:22]([F:23])([F:25])[F:24])=[O:16])=[CH:10][CH:9]=2)[CH2:3][CH2:4]1)=[O:44])[CH2:40][CH3:41]. The catalyst class is: 1. (2) Reactant: O[C:2]1[CH:11]=[C:10]2[C:5]([CH:6]=[CH:7][C:8](=[O:12])[O:9]2)=[CH:4][CH:3]=1.[Cl:13][CH2:14][CH2:15][CH2:16][CH2:17][CH2:18][CH2:19]O.C1(P(C2C=CC=CC=2)C2C=CC=CC=2)C=CC=CC=1.C(OC(N=NC(OCC)=O)=O)C. Product: [Cl:13][CH2:14][CH2:15][CH2:16][CH2:17][CH2:18][CH2:19][C:2]1[CH:11]=[C:10]2[C:5]([CH:6]=[CH:7][C:8](=[O:12])[O:9]2)=[CH:4][CH:3]=1. The catalyst class is: 11. (3) Reactant: [NH2:1][C:2]1[C:3]([C:9]([O:11]C)=O)=[N:4][C:5]([Br:8])=[CH:6][N:7]=1.O.[NH2:14][NH2:15].O. Product: [NH2:1][C:2]1[C:3]([C:9]([NH:14][NH2:15])=[O:11])=[N:4][C:5]([Br:8])=[CH:6][N:7]=1. The catalyst class is: 14. (4) Reactant: [CH:1]([Si:4]([CH:19]([CH3:21])[CH3:20])([CH:16]([CH3:18])[CH3:17])[O:5][CH2:6][C:7]1[N:8]=[C:9]2[CH:14]=[CH:13][CH:12]=[CH:11][N:10]2[CH:15]=1)([CH3:3])[CH3:2].[I:22]N1C(=O)CCC1=O.O. Product: [I:22][C:15]1[N:10]2[CH:11]=[CH:12][CH:13]=[CH:14][C:9]2=[N:8][C:7]=1[CH2:6][O:5][Si:4]([CH:1]([CH3:3])[CH3:2])([CH:16]([CH3:18])[CH3:17])[CH:19]([CH3:21])[CH3:20]. The catalyst class is: 10. (5) Reactant: [NH2:1][C:2]1[CH:7]=[CH:6][C:5]([O:8]CC2C=CC=CC=2)=[C:4]([Br:16])[CH:3]=1.B(Cl)(Cl)Cl. Product: [NH2:1][C:2]1[CH:7]=[CH:6][C:5]([OH:8])=[C:4]([Br:16])[CH:3]=1. The catalyst class is: 4. (6) Reactant: [F:1][C:2]([F:28])([F:27])[C:3]1[CH:8]=[CH:7][C:6]([C:9]2[C:10]([C:15]([NH:17][C:18]3[CH:19]=[C:20]([C:24]([OH:26])=O)[N:21]([CH3:23])[CH:22]=3)=[O:16])=[CH:11][CH:12]=[CH:13][CH:14]=2)=[CH:5][CH:4]=1.[CH3:29][C:30]1[CH:35]=[CH:34][C:33]([CH:36]2[CH2:41][CH2:40][N:39]([C:42]3[CH:49]=[CH:48][C:45]([CH2:46][NH2:47])=[CH:44][CH:43]=3)[CH2:38][CH2:37]2)=[CH:32][CH:31]=1.CN(C(ON1N=NC2C=CC=CC1=2)=[N+](C)C)C.[B-](F)(F)(F)F.C(N(CC)CC)C. Product: [CH3:29][C:30]1[CH:31]=[CH:32][C:33]([CH:36]2[CH2:37][CH2:38][N:39]([C:42]3[CH:43]=[CH:44][C:45]([CH2:46][NH:47][C:24]([C:20]4[N:21]([CH3:23])[CH:22]=[C:18]([NH:17][C:15]([C:10]5[C:9]([C:6]6[CH:5]=[CH:4][C:3]([C:2]([F:28])([F:27])[F:1])=[CH:8][CH:7]=6)=[CH:14][CH:13]=[CH:12][CH:11]=5)=[O:16])[CH:19]=4)=[O:26])=[CH:48][CH:49]=3)[CH2:40][CH2:41]2)=[CH:34][CH:35]=1. The catalyst class is: 7. (7) Product: [ClH:23].[CH3:18][C:19]1[CH:27]=[CH:26][CH:25]=[C:24]([CH3:28])[C:20]=1[C:21]([NH:17][CH:14]1[CH2:15][CH2:16][N:11]([C:9]2[C:10]3[C:2]([CH3:1])=[CH:3][NH:4][C:5]=3[N:6]=[CH:7][N:8]=2)[CH2:12][CH2:13]1)=[O:22]. Reactant: [CH3:1][C:2]1[C:10]2[C:9]([N:11]3[CH2:16][CH2:15][CH:14]([NH2:17])[CH2:13][CH2:12]3)=[N:8][CH:7]=[N:6][C:5]=2[NH:4][CH:3]=1.[CH3:18][C:19]1[CH:27]=[CH:26][CH:25]=[C:24]([CH3:28])[C:20]=1[C:21]([Cl:23])=[O:22].C(N(CC)C(C)C)(C)C. The catalyst class is: 4.